Task: Predict the product of the given reaction.. Dataset: Forward reaction prediction with 1.9M reactions from USPTO patents (1976-2016) (1) The product is: [Cl:1][C:2]1[CH:7]=[CH:6][C:5]([C:8]([O:10][CH3:11])=[O:9])=[CH:4][N+:3]=1[O-:14]. Given the reactants [Cl:1][C:2]1[CH:7]=[CH:6][C:5]([C:8]([O:10][CH3:11])=[O:9])=[CH:4][N:3]=1.NC(N)=[O:14].OO.FC(F)(F)C(OC(=O)C(F)(F)F)=O, predict the reaction product. (2) The product is: [CH:1]([N:14]1[CH2:18][CH:17]([OH:19])[CH2:15]1)([C:8]1[CH:9]=[CH:10][CH:11]=[CH:12][CH:13]=1)[C:2]1[CH:7]=[CH:6][CH:5]=[CH:4][CH:3]=1. Given the reactants [CH:1]([NH2:14])([C:8]1[CH:13]=[CH:12][CH:11]=[CH:10][CH:9]=1)[C:2]1[CH:7]=[CH:6][CH:5]=[CH:4][CH:3]=1.[CH2:15]([CH:17]1[O:19][CH2:18]1)Cl, predict the reaction product. (3) Given the reactants [C:1]([O:5][C:6]([NH:8][C@@H:9]([CH2:13][CH2:14][CH2:15][CH2:16][CH2:17][CH:18]=[CH2:19])[C:10]([OH:12])=O)=[O:7])([CH3:4])([CH3:3])[CH3:2].Cl.[CH3:21][O:22][C:23]([C@@H:25]1[CH2:29][C@@H:28]([OH:30])[CH2:27][NH:26]1)=[O:24].CN1CCOCC1.CN(C(ON1N=NC2C=CC=NC1=2)=[N+](C)C)C.F[P-](F)(F)(F)(F)F, predict the reaction product. The product is: [CH3:21][O:22][C:23]([C@@H:25]1[CH2:29][C@@H:28]([OH:30])[CH2:27][N:26]1[C:10](=[O:12])[C@@H:9]([NH:8][C:6]([O:5][C:1]([CH3:2])([CH3:3])[CH3:4])=[O:7])[CH2:13][CH2:14][CH2:15][CH2:16][CH2:17][CH:18]=[CH2:19])=[O:24]. (4) The product is: [CH3:1][O:2][C:3]1[C:12]([NH:13][C:14]([N:34]2[CH2:35][CH2:36][N:31]([C:26]3[CH:27]=[C:28]([CH3:30])[CH:29]=[C:24]([CH3:23])[CH:25]=3)[CH2:32][CH2:33]2)=[S:22])=[N:11][C:10]2[C:5](=[CH:6][CH:7]=[CH:8][CH:9]=2)[N:4]=1. Given the reactants [CH3:1][O:2][C:3]1[C:12]([NH:13][C:14](=[S:22])OC2C=CC=CC=2)=[N:11][C:10]2[C:5](=[CH:6][CH:7]=[CH:8][CH:9]=2)[N:4]=1.[CH3:23][C:24]1[CH:25]=[C:26]([N:31]2[CH2:36][CH2:35][NH:34][CH2:33][CH2:32]2)[CH:27]=[C:28]([CH3:30])[CH:29]=1, predict the reaction product. (5) The product is: [CH3:1][O:2][C:3]1[C:4]([NH:15][C:16]([N:31]2[CH2:30][CH2:29][N:28]([C:23]3[CH:24]=[CH:25][CH:26]=[CH:27][C:22]=3[Cl:21])[CH2:33][CH2:32]2)=[O:20])=[N:5][C:6]2[C:11]([N:12]=1)=[CH:10][C:9]([O:13][CH3:14])=[CH:8][CH:7]=2. Given the reactants [CH3:1][O:2][C:3]1[C:4]([NH:15][C:16](=[O:20])OCC)=[N:5][C:6]2[C:11]([N:12]=1)=[CH:10][C:9]([O:13][CH3:14])=[CH:8][CH:7]=2.[Cl:21][C:22]1[CH:27]=[CH:26][CH:25]=[CH:24][C:23]=1[N:28]1[CH2:33][CH2:32][NH:31][CH2:30][CH2:29]1, predict the reaction product.